From a dataset of Catalyst prediction with 721,799 reactions and 888 catalyst types from USPTO. Predict which catalyst facilitates the given reaction. (1) Reactant: [CH3:1][C:2]1[CH:7]=[C:6]([CH3:8])[CH:5]=[CH:4][C:3]=1[N:9]1[CH2:14][CH2:13][N:12]([C:15]2[CH:16]=[C:17]([CH:21]3[C:30]([CH3:32])([CH3:31])[CH2:29][C:28]4[C:23](=[CH:24][CH:25]=[C:26]([C:33](O)=[O:34])[CH:27]=4)[NH:22]3)[CH:18]=[CH:19][CH:20]=2)[CH2:11][CH2:10]1.[CH:36]1([S:39]([NH2:42])(=[O:41])=[O:40])[CH2:38][CH2:37]1. Product: [CH3:1][C:2]1[CH:7]=[C:6]([CH3:8])[CH:5]=[CH:4][C:3]=1[N:9]1[CH2:14][CH2:13][N:12]([C:15]2[CH:16]=[C:17]([CH:21]3[C:30]([CH3:31])([CH3:32])[CH2:29][C:28]4[C:23](=[CH:24][CH:25]=[C:26]([C:33]([NH:42][S:39]([CH:36]5[CH2:38][CH2:37]5)(=[O:41])=[O:40])=[O:34])[CH:27]=4)[NH:22]3)[CH:18]=[CH:19][CH:20]=2)[CH2:11][CH2:10]1. The catalyst class is: 119. (2) Reactant: [CH2:1]([N:8]1[C@@H:13]2[C@H:14]([C:16]3[NH:20][N:19]=[N:18][N:17]=3)[CH2:15][C@@:9]1([C:46]1[CH:51]=[CH:50][CH:49]=[CH:48][CH:47]=1)[C@H:10]([O:21][C@H:22]([C:32]1[CH:37]=[C:36]([C:38]([F:41])([F:40])[F:39])[CH:35]=[C:34]([C:42]([F:45])([F:44])[F:43])[CH:33]=1)[CH2:23][O:24][CH2:25][C:26]1[CH:31]=[CH:30][CH:29]=[CH:28][CH:27]=1)[CH2:11][CH2:12]2)[C:2]1[CH:7]=[CH:6][CH:5]=[CH:4][CH:3]=1.CI.[C:54](=O)([O-])[O-].[K+].[K+]. Product: [CH2:1]([N:8]1[C@@H:13]2[C@H:14]([C:16]3[N:17]([CH3:54])[N:18]=[N:19][N:20]=3)[CH2:15][C@@:9]1([C:46]1[CH:51]=[CH:50][CH:49]=[CH:48][CH:47]=1)[C@H:10]([O:21][C@H:22]([C:32]1[CH:37]=[C:36]([C:38]([F:39])([F:40])[F:41])[CH:35]=[C:34]([C:42]([F:44])([F:45])[F:43])[CH:33]=1)[CH2:23][O:24][CH2:25][C:26]1[CH:31]=[CH:30][CH:29]=[CH:28][CH:27]=1)[CH2:11][CH2:12]2)[C:2]1[CH:7]=[CH:6][CH:5]=[CH:4][CH:3]=1. The catalyst class is: 10. (3) Reactant: [CH3:1][O:2][CH2:3][C@@H:4]1[CH2:8][CH2:7][CH2:6][N:5]1[S:9]([C:12]1[CH:13]=[C:14]2[C:18](=[CH:19][CH:20]=1)[NH:17][C:16](=[O:21])[C:15]12[O:26][CH2:25][CH2:24][CH2:23][O:22]1)(=[O:11])=[O:10].[OH-].[CH2:28]([N+:35](C)(C)C)[C:29]1C=CC=C[CH:30]=1.O.C(Cl)Cl.CO. Product: [CH3:1][O:2][CH2:3][C@@H:4]1[CH2:8][CH2:7][CH2:6][N:5]1[S:9]([C:12]1[CH:13]=[C:14]2[C:18](=[CH:19][CH:20]=1)[N:17]([CH2:30][CH2:29][C:28]#[N:35])[C:16](=[O:21])[C:15]12[O:26][CH2:25][CH2:24][CH2:23][O:22]1)(=[O:11])=[O:10]. The catalyst class is: 14. (4) Reactant: C[N:2]([CH:4]=[N:5][C:6](=O)[C:7]1[CH:12]=[C:11]([CH2:13][CH3:14])[C:10]([O:15][CH3:16])=[N:9][C:8]=1[CH3:17])C.O.[NH2:20]N. Product: [CH2:13]([C:11]1[C:10]([O:15][CH3:16])=[N:9][C:8]([CH3:17])=[C:7]([C:6]2[N:5]=[CH:4][NH:2][N:20]=2)[CH:12]=1)[CH3:14]. The catalyst class is: 15. (5) Reactant: [N+:1]([C:4]1[CH:5]=[C:6]([C:10](=O)[CH2:11][N:12]2C(=O)[C:20]3[C:15](=CC=CC=3)[N:14]=[CH:13]2)[CH:7]=[CH:8][CH:9]=1)([O-:3])=[O:2].[CH3:24][N:25](C)[CH2:26]CN.C1(C)C=CC(S(O)(=O)=O)=CC=1.C([O-])(O)=O.[Na+]. Product: [CH3:24][N:25]([CH3:26])[CH2:20][CH2:15][N:14]1[C:10]([C:6]2[CH:7]=[CH:8][CH:9]=[C:4]([N+:1]([O-:3])=[O:2])[CH:5]=2)=[CH:11][N:12]=[CH:13]1. The catalyst class is: 6. (6) Reactant: [CH2:1]([O:3][C:4]1[CH:5]=[C:6]([C:13]([O:21]C)(OC)[CH2:14][CH2:15][C:16]([O-:18])=O)[CH:7]=[CH:8][C:9]=1[O:10][CH2:11][CH3:12])[CH3:2].[K+].C(N(CC)CC)C.ClC1C=C(Cl)C=C(Cl)C=1C(Cl)=O.[C:43]1([C:49]2[N:54]=[C:53]([NH2:55])[CH:52]=[C:51]([C:56]3[CH:61]=[CH:60][CH:59]=[CH:58][CH:57]=3)[N:50]=2)[CH:48]=[CH:47][CH:46]=[CH:45][CH:44]=1. Product: [CH2:1]([O:3][C:4]1[CH:5]=[C:6]([C:13](=[O:21])[CH2:14][CH2:15][C:16]([NH:55][C:53]2[CH:52]=[C:51]([C:56]3[CH:61]=[CH:60][CH:59]=[CH:58][CH:57]=3)[N:50]=[C:49]([C:43]3[CH:44]=[CH:45][CH:46]=[CH:47][CH:48]=3)[N:54]=2)=[O:18])[CH:7]=[CH:8][C:9]=1[O:10][CH2:11][CH3:12])[CH3:2]. The catalyst class is: 1. (7) Product: [CH3:35][C@:36]12[CH2:52][CH2:51][C:50](=[O:53])[CH2:49][CH:48]1[CH2:47][C:46](=[O:54])[C@@H:45]1[C@@H:37]2[CH2:38][C:39](=[O:75])[C@@:40]2([CH3:74])[C@H:44]1[CH2:43][CH2:42][C@@H:41]2[C@H:55]([CH3:73])[CH2:56][CH2:57][C:58]([O:60][CH2:61][CH2:62][C:63]([F:72])([F:71])[C:64]([F:69])([F:70])[S:65]([O-:68])(=[O:66])=[O:67])=[O:59].[CH2:2]([C:4]1([O:9][C:10](=[O:34])[CH2:11][O:12][C:13]2[C:14]([CH3:33])=[CH:15][C:16]([S+:20]3[C:21]4[CH:32]=[CH:31][CH:30]=[CH:29][C:22]=4[C:23]4[CH:28]=[CH:27][CH:26]=[CH:25][C:24]3=4)=[CH:17][C:18]=2[CH3:19])[CH2:8][CH2:7][CH2:6][CH2:5]1)[CH3:3]. Reactant: [Br-].[CH2:2]([C:4]1([O:9][C:10](=[O:34])[CH2:11][O:12][C:13]2[C:18]([CH3:19])=[CH:17][C:16]([S+:20]3[C:24]4[CH:25]=[CH:26][CH:27]=[CH:28][C:23]=4[C:22]4[CH:29]=[CH:30][CH:31]=[CH:32][C:21]3=4)=[CH:15][C:14]=2[CH3:33])[CH2:8][CH2:7][CH2:6][CH2:5]1)[CH3:3].[CH3:35][C@:36]12[CH2:52][CH2:51][C:50](=[O:53])[CH2:49][CH:48]1[CH2:47][C:46](=[O:54])[C@@H:45]1[C@@H:37]2[CH2:38][C:39](=[O:75])[C@@:40]2([CH3:74])[C@H:44]1[CH2:43][CH2:42][C@@H:41]2[C@H:55]([CH3:73])[CH2:56][CH2:57][C:58]([O:60][CH2:61][CH2:62][C:63]([F:72])([F:71])[C:64]([F:70])([F:69])[S:65]([O-:68])(=[O:67])=[O:66])=[O:59].[Na+].O. The catalyst class is: 4. (8) Reactant: [C:1]([O:5][C:6]1[CH:7]=[C:8]([CH:23]=[CH:24][CH:25]=1)[CH2:9][CH:10]1[CH:14]([C:15]2[CH:20]=[CH:19][C:18]([F:21])=[CH:17][CH:16]=2)[O:13]C(=O)[NH:11]1)([CH3:4])([CH3:3])[CH3:2].[OH-].[Na+]. Product: [NH2:11][CH:10]([CH2:9][C:8]1[CH:23]=[CH:24][CH:25]=[C:6]([O:5][C:1]([CH3:4])([CH3:3])[CH3:2])[CH:7]=1)[CH:14]([C:15]1[CH:16]=[CH:17][C:18]([F:21])=[CH:19][CH:20]=1)[OH:13]. The catalyst class is: 8.